From a dataset of Catalyst prediction with 721,799 reactions and 888 catalyst types from USPTO. Predict which catalyst facilitates the given reaction. (1) Reactant: [N+:1]([C:4]1[CH:23]=[CH:22][CH:21]=[CH:20][C:5]=1[CH2:6][N:7]1[CH2:12][CH2:11][CH:10]([C:13]2[CH:18]=[CH:17][CH:16]=[CH:15][CH:14]=2)[O:9][C:8]1=[O:19])([O-])=O.[Cl-].[NH4+].O. Product: [NH2:1][C:4]1[CH:23]=[CH:22][CH:21]=[CH:20][C:5]=1[CH2:6][N:7]1[CH2:12][CH2:11][CH:10]([C:13]2[CH:18]=[CH:17][CH:16]=[CH:15][CH:14]=2)[O:9][C:8]1=[O:19]. The catalyst class is: 186. (2) Product: [CH3:3][NH:4][CH2:5][CH2:6][CH:7]([C:9]1[CH:14]=[CH:13][CH:12]=[CH:11][CH:10]=1)[OH:8]. Reactant: [BH4-].[Na+].[CH3:3][NH:4][CH:5]=[CH:6][C:7]([C:9]1[CH:14]=[CH:13][CH:12]=[CH:11][CH:10]=1)=[O:8].[OH-].[Na+]. The catalyst class is: 15. (3) Reactant: N[C:2]1[S:3][C:4]([C:8]([O:10][CH2:11][CH3:12])=[O:9])=[C:5]([CH3:7])[N:6]=1.P(=O)(O)(O)O.[N+]([O-])(O)=O.N([O-])=O.[Na+].[BrH:26]. Product: [Br:26][C:2]1[S:3][C:4]([C:8]([O:10][CH2:11][CH3:12])=[O:9])=[C:5]([CH3:7])[N:6]=1. The catalyst class is: 6. (4) Reactant: Cl[C:2]1[CH:7]=[C:6]([C:8]2[CH:9]=[N:10][CH:11]=[CH:12][CH:13]=2)[N:5]=[C:4]([C:14]2[CH:19]=[CH:18][CH:17]=[C:16]([CH3:20])[N:15]=2)[N:3]=1.[NH2:21][CH2:22][CH2:23][C:24]1[C:32]2[C:27](=[CH:28][CH:29]=[CH:30][CH:31]=2)[NH:26][CH:25]=1.C([O-])([O-])=O.[K+].[K+]. Product: [NH:26]1[C:27]2[C:32](=[CH:31][CH:30]=[CH:29][CH:28]=2)[C:24]([CH2:23][CH2:22][NH:21][C:2]2[CH:7]=[C:6]([C:8]3[CH:9]=[N:10][CH:11]=[CH:12][CH:13]=3)[N:5]=[C:4]([C:14]3[CH:19]=[CH:18][CH:17]=[C:16]([CH3:20])[N:15]=3)[N:3]=2)=[CH:25]1. The catalyst class is: 37. (5) Reactant: Br[C:2]1[C:10]2[S:9][CH:8]=[N:7][C:6]=2[CH:5]=[C:4]([N+:11]([O-:13])=[O:12])[CH:3]=1.[CH3:14][Sn](C)(C)C. Product: [CH3:14][C:2]1[C:10]2[S:9][CH:8]=[N:7][C:6]=2[CH:5]=[C:4]([N+:11]([O-:13])=[O:12])[CH:3]=1. The catalyst class is: 25.